This data is from Forward reaction prediction with 1.9M reactions from USPTO patents (1976-2016). The task is: Predict the product of the given reaction. (1) Given the reactants Cl.Cl.[CH2:3]1[C:12]2[C:7](=[CH:8][CH:9]=[N:10][CH:11]=2)[CH2:6][CH2:5][NH:4]1.C(=O)([O-])[O-].[Cs+].[Cs+].C(N(CC)CC)C.Br[C:27]1[CH:28]=[C:29]([CH:35]=[CH:36][CH:37]=1)[C:30]([O:32][CH2:33][CH3:34])=[O:31].C1C=CC(P(C2C=CC3C(=CC=CC=3)C=2C2C3C(=CC=CC=3)C=CC=2P(C2C=CC=CC=2)C2C=CC=CC=2)C2C=CC=CC=2)=CC=1, predict the reaction product. The product is: [CH2:11]1[C:12]2[C:7](=[CH:6][CH:5]=[N:4][CH:3]=2)[CH2:8][CH2:9][N:10]1[C:27]1[CH:28]=[C:29]([CH:35]=[CH:36][CH:37]=1)[C:30]([O:32][CH2:33][CH3:34])=[O:31]. (2) The product is: [CH:1]1([N:9]2[CH2:10][CH2:11][CH2:12][N:6]([C:13]([O:15][C:16]([CH3:19])([CH3:18])[CH3:17])=[O:14])[CH2:7][CH2:8]2)[CH2:4][CH2:3][CH2:2]1. Given the reactants [C:1]1(=O)[CH2:4][CH2:3][CH2:2]1.[N:6]1([C:13]([O:15][C:16]([CH3:19])([CH3:18])[CH3:17])=[O:14])[CH2:12][CH2:11][CH2:10][NH:9][CH2:8][CH2:7]1.C(O[BH-](OC(=O)C)OC(=O)C)(=O)C.[Na+], predict the reaction product. (3) Given the reactants [N:1]1([C:6]2[CH:11]=[CH:10][C:9]([C:12]3[N:16]([C:17]4[CH:22]=[CH:21][C:20]([C:23](=O)[NH2:24])=[CH:19][C:18]=4[CH3:26])[C:15]([CH2:27][CH2:28][C:29]([O:31][CH2:32][CH3:33])=[O:30])=[CH:14][CH:13]=3)=[CH:8][CH:7]=2)[CH:5]=[CH:4][N:3]=[CH:2]1.O=P(Cl)(Cl)Cl.C([O-])([O-])=O.[Na+].[Na+], predict the reaction product. The product is: [N:1]1([C:6]2[CH:7]=[CH:8][C:9]([C:12]3[N:16]([C:17]4[CH:22]=[CH:21][C:20]([C:23]#[N:24])=[CH:19][C:18]=4[CH3:26])[C:15]([CH2:27][CH2:28][C:29]([O:31][CH2:32][CH3:33])=[O:30])=[CH:14][CH:13]=3)=[CH:10][CH:11]=2)[CH:5]=[CH:4][N:3]=[CH:2]1. (4) Given the reactants [I:1][C:2]1[C:6]2=[N:7][C:8](/[N:11]=[CH:12]/[N:13]([CH3:15])[CH3:14])=[CH:9][CH:10]=[C:5]2[NH:4][CH:3]=1.[OH-].[Na+].[CH3:18]I.O, predict the reaction product. The product is: [I:1][C:2]1[C:6]2=[N:7][C:8](/[N:11]=[CH:12]/[N:13]([CH3:15])[CH3:14])=[CH:9][CH:10]=[C:5]2[N:4]([CH3:18])[CH:3]=1.